Dataset: Full USPTO retrosynthesis dataset with 1.9M reactions from patents (1976-2016). Task: Predict the reactants needed to synthesize the given product. (1) Given the product [C:26]([C:17]1[C:12]([N:7]2[C:8]3[C:4](=[CH:3][C:2]([Cl:1])=[CH:10][C:9]=3[Cl:11])[CH2:5][CH2:6]2)=[N:13][C:14]([CH3:25])=[N:15][C:16]=1[NH:19][CH:20]([CH2:23][CH3:24])[CH2:21][CH3:22])#[N:27], predict the reactants needed to synthesize it. The reactants are: [Cl:1][C:2]1[CH:3]=[C:4]2[C:8](=[C:9]([Cl:11])[CH:10]=1)[N:7]([C:12]1[C:17](I)=[C:16]([NH:19][CH:20]([CH2:23][CH3:24])[CH2:21][CH3:22])[N:15]=[C:14]([CH3:25])[N:13]=1)[CH2:6][CH2:5]2.[C:26]([Cu])#[N:27].[C-]#N.[Na+].[NH4+].[Cl-].[NH4+].[OH-]. (2) Given the product [C:63]([CH2:62][C:57]1[CH:58]=[CH:59][CH:60]=[CH:61][C:56]=1[CH2:55][C:7]1[CH:8]=[CH:9][CH:10]=[CH:11][C:6]=1[CH:5]=[CH:4][C:3]([O:2][CH3:1])=[O:15])#[N:64], predict the reactants needed to synthesize it. The reactants are: [CH3:1][O:2][C:3](=[O:15])[CH:4]=[CH:5][C:6]1[CH:11]=[CH:10][CH:9]=[CH:8][C:7]=1B(O)O.C(=O)([O-])[O-].[K+].[K+].C1(P(C2C=CC=CC=2)CCCCCP(C2C=CC=CC=2)C2C=CC=CC=2)C=CC=CC=1.C(=O)(OC)O[CH2:55][C:56]1[CH:61]=[CH:60][CH:59]=[CH:58][C:57]=1[CH2:62][C:63]#[N:64]. (3) Given the product [NH2:19][CH2:18][C:15]1[C:16]([NH2:17])=[N:5][C:4]([C:3]2[CH:7]=[CH:8][CH:9]=[CH:10][C:2]=2[F:1])=[N:6][C:14]=1[C:13]1[CH:20]=[CH:21][C:22]([Cl:24])=[CH:23][C:12]=1[Cl:11], predict the reactants needed to synthesize it. The reactants are: [F:1][C:2]1[CH:10]=[CH:9][CH:8]=[CH:7][C:3]=1[C:4]([NH2:6])=[NH:5].[Cl:11][C:12]1[CH:23]=[C:22]([Cl:24])[CH:21]=[CH:20][C:13]=1[CH:14]=[C:15]([C:18]#[N:19])[C:16]#[N:17]. (4) Given the product [O:12]=[C:3]1[C:2]([B:13]([OH:17])[OH:14])=[CH:11][C:10]2[C:5](=[CH:6][CH:7]=[CH:8][CH:9]=2)[NH:4]1, predict the reactants needed to synthesize it. The reactants are: Br[C:2]1[C:3]([OH:12])=[N:4][C:5]2[C:10]([CH:11]=1)=[CH:9][CH:8]=[CH:7][CH:6]=2.[B:13]1(B2OC(C)(C)C(C)(C)O2)[O:17]C(C)(C)C(C)(C)[O:14]1.C([O-])(=O)C.[K+].C(Cl)Cl. (5) The reactants are: [Si:1]([O:8][CH2:9][C:10]1[CH:15]=[C:14]([CH2:16][CH3:17])[N:13]=[C:12]([NH:18]C(=O)OC(C)(C)C)[CH:11]=1)([C:4]([CH3:7])([CH3:6])[CH3:5])([CH3:3])[CH3:2].C(N(C(C)C)C(C)C)C.C([O-])(O)=O.[Na+].C(O)(=O)C. Given the product [Si:1]([O:8][CH2:9][C:10]1[CH:15]=[C:14]([CH2:16][CH3:17])[N:13]=[C:12]([NH2:18])[CH:11]=1)([C:4]([CH3:7])([CH3:6])[CH3:5])([CH3:3])[CH3:2], predict the reactants needed to synthesize it. (6) Given the product [Cl:1][C:2]1[CH:7]=[CH:6][C:5](/[CH:8]=[CH:9]\[CH2:10][CH2:11][CH2:12][C:13]2([S:20]([C:23]3[CH:24]=[CH:25][C:26]([CH3:29])=[CH:27][CH:28]=3)(=[O:21])=[O:22])[S:17][C:16](=[O:18])[NH:15][C:14]2=[O:19])=[CH:4][CH:3]=1, predict the reactants needed to synthesize it. The reactants are: [Cl:1][C:2]1[CH:7]=[CH:6][C:5]([C:8]#[C:9][CH2:10][CH2:11][CH2:12][C:13]2([S:20]([C:23]3[CH:28]=[CH:27][C:26]([CH3:29])=[CH:25][CH:24]=3)(=[O:22])=[O:21])[S:17][C:16](=[O:18])[NH:15][C:14]2=[O:19])=[CH:4][CH:3]=1. (7) Given the product [CH2:9]1[C:10]2([CH2:13][CH2:14][NH:15][CH2:16][CH2:17]2)[CH2:11][CH2:12][N:8]1[C:6]([O:5][C:1]([CH3:4])([CH3:3])[CH3:2])=[O:7], predict the reactants needed to synthesize it. The reactants are: [C:1]([O:5][C:6]([N:8]1[CH2:12][CH2:11][C:10]2([CH2:17][CH2:16][N:15](CC3C=CC=CC=3)[CH2:14][CH2:13]2)[CH2:9]1)=[O:7])([CH3:4])([CH3:3])[CH3:2].